Dataset: NCI-60 drug combinations with 297,098 pairs across 59 cell lines. Task: Regression. Given two drug SMILES strings and cell line genomic features, predict the synergy score measuring deviation from expected non-interaction effect. Drug 1: CC1=C(C(CCC1)(C)C)C=CC(=CC=CC(=CC(=O)O)C)C. Drug 2: C(CN)CNCCSP(=O)(O)O. Cell line: COLO 205. Synergy scores: CSS=4.36, Synergy_ZIP=-3.55, Synergy_Bliss=-8.21, Synergy_Loewe=-1.95, Synergy_HSA=-9.94.